Dataset: Forward reaction prediction with 1.9M reactions from USPTO patents (1976-2016). Task: Predict the product of the given reaction. The product is: [CH3:18][O:17][C@@H:5]([CH2:6][C:7]1[CH:8]=[CH:9][C:10]([O:13][CH2:14][CH2:15][O:26][C:21]2[CH:22]=[CH:23][CH:24]=[CH:25][N:20]=2)=[CH:11][CH:12]=1)[C:4]([OH:3])=[O:19]. Given the reactants C([O:3][C:4](=[O:19])[C@@H:5]([O:17][CH3:18])[CH2:6][C:7]1[CH:12]=[CH:11][C:10]([O:13][CH2:14][CH2:15]Br)=[CH:9][CH:8]=1)C.[N:20]1[CH:25]=[CH:24][CH:23]=[CH:22][C:21]=1[OH:26].CO[C@@H](CC1C=CC(OCCCOC2C=CC=CC=2)=CC=1)C(O)=O, predict the reaction product.